Dataset: Reaction yield outcomes from USPTO patents with 853,638 reactions. Task: Predict the reaction yield, written as a fraction of the theoretical maximum amount of product (1.0 means a 100% yield; for example, 0.34 means a 34% yield). (1) The reactants are [CH:1]1([CH2:6][CH:7]([C:11]2[CH:16]=[CH:15][C:14]([S:17]([CH3:20])(=[O:19])=[O:18])=[C:13]([N+:21]([O-:23])=[O:22])[CH:12]=2)[C:8](O)=[O:9])[CH2:5][CH2:4][CH2:3][CH2:2]1.C(N(CC)CC)C.F[P-](F)(F)(F)(F)F.N1(O[P+](N(C)C)(N(C)C)N(C)C)C2C=CC=CC=2N=N1.[NH2:58][C:59]1[CH:64]=[CH:63][N:62]=[CH:61][N:60]=1. The catalyst is C(Cl)Cl. The product is [CH:1]1([CH2:6][CH:7]([C:11]2[CH:16]=[CH:15][C:14]([S:17]([CH3:20])(=[O:19])=[O:18])=[C:13]([N+:21]([O-:23])=[O:22])[CH:12]=2)[C:8]([NH:58][C:59]2[CH:64]=[CH:63][N:62]=[CH:61][N:60]=2)=[O:9])[CH2:2][CH2:3][CH2:4][CH2:5]1. The yield is 0.300. (2) The reactants are [CH3:1][O:2][C:3]1[CH:31]=[C:30]([O:32][CH3:33])[CH:29]=[CH:28][C:4]=1[CH2:5][N:6]1[C:14](=[O:15])[C:13]2[C:12]([NH:16][C:17]3[CH:18]=[C:19]([CH3:23])[CH:20]=[CH:21][CH:22]=3)=[N:11][C:10](S(C)(=O)=O)=[N:9][C:8]=2[CH2:7]1.[NH2:34][CH2:35][CH2:36][NH:37][C:38](=[O:44])[O:39][C:40]([CH3:43])([CH3:42])[CH3:41].CCN(CC)CC.Cl. The catalyst is CC(N(C)C)=O. The product is [CH3:1][O:2][C:3]1[CH:31]=[C:30]([O:32][CH3:33])[CH:29]=[CH:28][C:4]=1[CH2:5][N:6]1[C:14](=[O:15])[C:13]2[C:12]([NH:16][C:17]3[CH:18]=[C:19]([CH3:23])[CH:20]=[CH:21][CH:22]=3)=[N:11][C:10]([NH:34][CH2:35][CH2:36][NH:37][C:38](=[O:44])[O:39][C:40]([CH3:42])([CH3:41])[CH3:43])=[N:9][C:8]=2[CH2:7]1. The yield is 0.670. (3) The catalyst is C1C=CC(P(C2C=CC=CC=2)[C-]2C=CC=C2)=CC=1.C1C=CC(P(C2C=CC=CC=2)[C-]2C=CC=C2)=CC=1.Cl[Pd]Cl.[Fe+2].O. The product is [F:35][C:27]1[CH:28]=[C:29]([C:2]2[CH:7]=[CH:6][C:5]([O:8][CH2:9][CH:10]3[CH2:15][CH2:14][N:13]([CH2:16][C:17]([F:20])([CH3:19])[CH3:18])[CH2:12][CH2:11]3)=[CH:4][N:3]=2)[CH:30]=[CH:31][C:26]=1[C:24]([O:23][CH2:21][CH3:22])=[O:25]. The reactants are Cl[C:2]1[CH:7]=[CH:6][C:5]([O:8][CH2:9][CH:10]2[CH2:15][CH2:14][N:13]([CH2:16][C:17]([F:20])([CH3:19])[CH3:18])[CH2:12][CH2:11]2)=[CH:4][N:3]=1.[CH2:21]([O:23][C:24]([C:26]1[CH:31]=[CH:30][C:29](B(O)O)=[CH:28][C:27]=1[F:35])=[O:25])[CH3:22].C([O-])([O-])=O.[Cs+].[Cs+].O1CCOCC1. The yield is 0.760.